This data is from Forward reaction prediction with 1.9M reactions from USPTO patents (1976-2016). The task is: Predict the product of the given reaction. (1) Given the reactants CCOCC.[C:6]([C:9]1[C:10]([O:29]C)=[CH:11][C:12]([O:27]C)=[C:13]([C:15]2[N:19]([C:20]3[CH:25]=[CH:24][CH:23]=[CH:22][C:21]=3[CH3:26])[N:18]=[CH:17][CH:16]=2)[CH:14]=1)([OH:8])=[O:7].B(Br)(Br)Br, predict the reaction product. The product is: [C:6]([C:9]1[C:10]([OH:29])=[CH:11][C:12]([OH:27])=[C:13]([C:15]2[N:19]([C:20]3[CH:25]=[CH:24][CH:23]=[CH:22][C:21]=3[CH3:26])[N:18]=[CH:17][CH:16]=2)[CH:14]=1)([OH:8])=[O:7]. (2) Given the reactants [C:1]1(P(C2C=CC=CC=2)C2C=CC=CC=2)C=CC=CC=1.[CH3:20][N:21]([CH3:25])[CH2:22][CH2:23][OH:24].CCOC(/N=N/C(OCC)=O)=O.[C:38]([O:42][N:43]=[C:44]1[C:53]2[C:48](=[CH:49][CH:50]=[C:51](O)[CH:52]=2)[O:47][C:46]([C:55]2[N:56]=[CH:57][C:58]3[C:63]([CH:64]=2)=[CH:62][CH:61]=[CH:60][CH:59]=3)=[CH:45]1)([CH3:41])([CH3:40])[CH3:39].[Na], predict the reaction product. The product is: [C:38]([O:42][N:43]=[C:44]1[C:53]2[C:48](=[CH:49][CH:50]=[C:51]([CH2:20][N:21]3[CH2:25][CH2:1][O:24][CH2:23][CH2:22]3)[CH:52]=2)[O:47][C:46]([C:55]2[N:56]=[CH:57][C:58]3[C:63]([CH:64]=2)=[CH:62][CH:61]=[CH:60][CH:59]=3)=[CH:45]1)([CH3:41])([CH3:40])[CH3:39].